From a dataset of Forward reaction prediction with 1.9M reactions from USPTO patents (1976-2016). Predict the product of the given reaction. (1) Given the reactants [OH:1][C:2]1[CH:7]=[CH:6][CH:5]=[CH:4][N:3]=1.[H-].[Na+].[Cl:10][C:11]1[CH:27]=[C:26]([Cl:28])[CH:25]=[CH:24][C:12]=1[CH2:13][NH:14][C:15](=[O:23])[C:16]1[CH:21]=[CH:20][C:19](F)=[N:18][CH:17]=1, predict the reaction product. The product is: [Cl:10][C:11]1[CH:27]=[C:26]([Cl:28])[CH:25]=[CH:24][C:12]=1[CH2:13][NH:14][C:15](=[O:23])[C:16]1[CH:21]=[CH:20][C:19]([O:1][C:2]2[CH:7]=[CH:6][CH:5]=[CH:4][N:3]=2)=[N:18][CH:17]=1. (2) Given the reactants [CH:1]([C:3]1[CH:8]=[CH:7][C:6]([C:9]2[O:13][N:12]=[C:11]([C:14]3[CH:15]=[CH:16][C:17]([O:22][CH:23]([CH3:25])[CH3:24])=[C:18]([CH:21]=3)[C:19]#[N:20])[N:10]=2)=[CH:5][CH:4]=1)=O.[NH:26]1[CH2:29][CH:28]([C:30]([OH:32])=[O:31])[CH2:27]1.C(O)(=O)C.C([BH3-])#N, predict the reaction product. The product is: [C:19]([C:18]1[CH:21]=[C:14]([C:11]2[N:10]=[C:9]([C:6]3[CH:5]=[CH:4][C:3]([CH2:1][N:26]4[CH2:29][CH:28]([C:30]([OH:32])=[O:31])[CH2:27]4)=[CH:8][CH:7]=3)[O:13][N:12]=2)[CH:15]=[CH:16][C:17]=1[O:22][CH:23]([CH3:25])[CH3:24])#[N:20]. (3) Given the reactants [CH2:1]([O:3][C:4]([C:6]1[C:7](=[O:26])[N:8]([CH2:17][C:18]2[CH:23]=[CH:22][C:21]([O:24][CH3:25])=[CH:20][CH:19]=2)[C:9]2[C:14]([C:15]=1O)=[CH:13][CH:12]=[CH:11][N:10]=2)=[O:5])[CH3:2].C(N(CC)CC)C.O=P(Cl)(Cl)[Cl:36], predict the reaction product. The product is: [CH2:1]([O:3][C:4]([C:6]1[C:7](=[O:26])[N:8]([CH2:17][C:18]2[CH:23]=[CH:22][C:21]([O:24][CH3:25])=[CH:20][CH:19]=2)[C:9]2[C:14]([C:15]=1[Cl:36])=[CH:13][CH:12]=[CH:11][N:10]=2)=[O:5])[CH3:2]. (4) Given the reactants [CH2:1]([C:8]1[C:9]2[CH2:32][N:31](C(OC(C)(C)C)=O)[CH2:30][CH2:29][C:10]=2[N:11]=[C:12]([NH:14][C:15]2[CH:20]=[CH:19][C:18]([N:21]3[CH:25]=[C:24]([CH3:26])[N:23]=[CH:22]3)=[C:17]([O:27][CH3:28])[CH:16]=2)[N:13]=1)[C:2]1[CH:7]=[CH:6][CH:5]=[CH:4][CH:3]=1.Cl, predict the reaction product. The product is: [CH2:1]([C:8]1[C:9]2[CH2:32][NH:31][CH2:30][CH2:29][C:10]=2[N:11]=[C:12]([NH:14][C:15]2[CH:20]=[CH:19][C:18]([N:21]3[CH:25]=[C:24]([CH3:26])[N:23]=[CH:22]3)=[C:17]([O:27][CH3:28])[CH:16]=2)[N:13]=1)[C:2]1[CH:3]=[CH:4][CH:5]=[CH:6][CH:7]=1. (5) The product is: [O-:14][CH2:15][CH3:16].[Na+:2].[F:21][C:19]1[CH:20]=[C:9]2[C:10](=[C:17]([F:22])[CH:18]=1)[NH:11][CH:12]=[CH:8]2. Given the reactants [H-].[Na+:2].C[Si](C#[C:8][C:9]1[CH:20]=[C:19]([F:21])[CH:18]=[C:17]([F:22])[C:10]=1[NH:11][C:12]([O:14][CH2:15][CH3:16])=O)(C)C.C(OCC)(=O)C.CCCCCC, predict the reaction product. (6) Given the reactants [NH2:1][C:2]1[N:3]=[C:4](Cl)[C:5]2[C:10]([CH3:11])=[CH:9][N:8]([C@@H:12]3[O:19][C@H:18]([CH2:20][OH:21])[C@@H:16]([OH:17])[C@H:13]3[O:14][CH3:15])[C:6]=2[N:7]=1.[CH3:23][O-:24].[Na+].CO, predict the reaction product. The product is: [NH2:1][C:2]1[N:3]=[C:4]([O:24][CH3:23])[C:5]2[C:10]([CH3:11])=[CH:9][N:8]([C@@H:12]3[O:19][C@H:18]([CH2:20][OH:21])[C@@H:16]([OH:17])[C@H:13]3[O:14][CH3:15])[C:6]=2[N:7]=1. (7) Given the reactants C1COCC1.[O:6]=[C:7]1[CH2:16][CH2:15][C:14]2[C:9](=[CH:10][C:11]([C:17]([O:19]C)=[O:18])=[CH:12][CH:13]=2)[N:8]1[C:21]1[CH:26]=[CH:25][CH:24]=[CH:23][CH:22]=1.[OH-].[Na+], predict the reaction product. The product is: [O:6]=[C:7]1[CH2:16][CH2:15][C:14]2[C:9](=[CH:10][C:11]([C:17]([OH:19])=[O:18])=[CH:12][CH:13]=2)[N:8]1[C:21]1[CH:22]=[CH:23][CH:24]=[CH:25][CH:26]=1. (8) Given the reactants [C:1]([OH:20])(=O)[CH2:2][CH2:3][CH2:4][CH2:5][CH2:6][CH2:7][CH2:8][CH2:9][CH2:10][CH2:11][CH2:12][CH2:13][CH2:14][CH2:15][CH2:16][CH2:17][CH3:18].N1C=CC=CC=1.CO.[NH:29]1[CH2:35][CH2:34][CH2:33][C@H:30]1[CH2:31][OH:32], predict the reaction product. The product is: [C:1]([N:29]1[CH2:35][CH2:34][CH2:33][C@H:30]1[CH2:31][OH:32])(=[O:20])[CH2:2][CH2:3][CH2:4][CH2:5][CH2:6][CH2:7][CH2:8][CH2:9][CH2:10][CH2:11][CH2:12][CH2:13][CH2:14][CH2:15][CH2:16][CH2:17][CH3:18]. (9) The product is: [Br:21][CH:9]([C:3]1[C:2]([F:1])=[CH:7][CH:6]=[CH:5][C:4]=1[F:8])[C:10]([O:12][CH3:13])=[O:11]. Given the reactants [F:1][C:2]1[CH:7]=[CH:6][CH:5]=[C:4]([F:8])[C:3]=1[CH2:9][C:10]([O:12][CH3:13])=[O:11].C1C(=O)N([Br:21])C(=O)C1.CC(N=NC(C#N)(C)C)(C#N)C, predict the reaction product.